Dataset: Reaction yield outcomes from USPTO patents with 853,638 reactions. Task: Predict the reaction yield, written as a fraction of the theoretical maximum amount of product (1.0 means a 100% yield; for example, 0.34 means a 34% yield). (1) The reactants are C(OC([N:8]1[CH2:12][CH2:11][CH2:10][CH:9]1[CH2:13][O:14][C:15]1[CH:24]=[CH:23][C:18]([C:19]([O:21][CH3:22])=[O:20])=[CH:17][C:16]=1[CH3:25])=O)(C)(C)C.C(O)(C(F)(F)F)=O. The catalyst is C(Cl)Cl. The product is [CH3:25][C:16]1[CH:17]=[C:18]([CH:23]=[CH:24][C:15]=1[O:14][CH2:13][CH:9]1[CH2:10][CH2:11][CH2:12][NH:8]1)[C:19]([O:21][CH3:22])=[O:20]. The yield is 0.900. (2) The reactants are S(Cl)(Cl)=O.[CH2:5]1[S:9][C@@H:8]([CH2:10][CH2:11][CH2:12][CH2:13][C:14]([OH:16])=O)[C@H:7]2[NH:17][C:18]([NH:20][C@@H:6]12)=[O:19].[NH2:21][C:22]1[CH:27]=[CH:26][C:25]([C:28]2[C:41]([C:42]3[CH:47]=[CH:46][N:45]=[C:44]([NH:48][CH2:49][CH2:50][CH2:51][CH3:52])[N:43]=3)=[C:31]3[CH:32]=[CH:33][CH:34]=[C:35]([NH:36][CH2:37][CH2:38][CH2:39][CH3:40])[N:30]3[N:29]=2)=[CH:24][CH:23]=1.C(=O)(O)[O-].[Na+]. The catalyst is CN(C)C=O.C(OCC)(=O)C. The product is [O:19]=[C:18]1[NH:20][C@H:6]2[CH2:5][S:9][C@@H:8]([CH2:10][CH2:11][CH2:12][CH2:13][C:14]([NH:21][C:22]3[CH:23]=[CH:24][C:25]([C:28]4[C:41]([C:42]5[CH:47]=[CH:46][N:45]=[C:44]([NH:48][CH2:49][CH2:50][CH2:51][CH3:52])[N:43]=5)=[C:31]5[CH:32]=[CH:33][CH:34]=[C:35]([NH:36][CH2:37][CH2:38][CH2:39][CH3:40])[N:30]5[N:29]=4)=[CH:26][CH:27]=3)=[O:16])[C@H:7]2[NH:17]1. The yield is 0.280.